The task is: Predict which catalyst facilitates the given reaction.. This data is from Catalyst prediction with 721,799 reactions and 888 catalyst types from USPTO. (1) Reactant: [C:1]([C:4]1[C:12]2[C:7](=[CH:8][C:9]([P:13]([O:18][CH2:19][CH3:20])([O:15][CH2:16][CH3:17])=[O:14])=[CH:10][CH:11]=2)[N:6]([CH2:21][C:22]([OH:24])=O)[CH:5]=1)(=[O:3])[CH3:2].OC(C(F)(F)F)=O.[Cl:32][C:33]1[C:34]([F:51])=[C:35]([CH:48]=[CH:49][CH:50]=1)[CH2:36][NH:37][C:38]([C@H:40]1[NH:44][C@@H:43]2[CH2:45][CH2:46][CH2:47][C@@H:42]2[CH2:41]1)=[O:39].CN(C(ON1N=NC2C=CC=NC1=2)=[N+](C)C)C.F[P-](F)(F)(F)(F)F.CCN(C(C)C)C(C)C. Product: [C:1]([C:4]1[C:12]2[C:7](=[CH:8][C:9]([P:13](=[O:14])([O:15][CH2:16][CH3:17])[O:18][CH2:19][CH3:20])=[CH:10][CH:11]=2)[N:6]([CH2:21][C:22]([N:44]2[C@H:40]([C:38](=[O:39])[NH:37][CH2:36][C:35]3[CH:48]=[CH:49][CH:50]=[C:33]([Cl:32])[C:34]=3[F:51])[CH2:41][C@H:42]3[CH2:47][CH2:46][CH2:45][C@@H:43]23)=[O:24])[CH:5]=1)(=[O:3])[CH3:2]. The catalyst class is: 3. (2) Reactant: [C:1](Cl)(=[O:3])[CH3:2].[Cl-].[Al+3].[Cl-].[Cl-].N1C2C(=C(N3CCN(C(OC(C)(C)C)=O)CC3)C=CC=2)C=C1.[O:31]1[C:35]2[CH:36]=[CH:37][CH:38]=[CH:39][C:34]=2[CH2:33][CH2:32]1. Product: [O:31]1[C:35]2[CH:36]=[CH:37][C:38]([C:1](=[O:3])[CH3:2])=[CH:39][C:34]=2[CH2:33][CH2:32]1. The catalyst class is: 4. (3) Reactant: [Li]CCCC.[CH3:6][C:7](=[N:9][OH:10])[CH3:8].[Br:11][C:12]1[CH:21]=[CH:20][C:15]([C:16](OC)=O)=[CH:14][CH:13]=1.O. Product: [Br:11][C:12]1[CH:21]=[CH:20][C:15]([C:16]2[O:10][N:9]=[C:7]([CH3:8])[CH:6]=2)=[CH:14][CH:13]=1. The catalyst class is: 1. (4) Reactant: [CH2:1]([O:8][CH2:9][CH2:10][CH2:11][C@H:12]([C:21]1[C:25]([CH:26]2[CH2:28][CH2:27]2)=[C:24]([C:29]2[S:33][C:32]([CH2:34][CH:35]([CH3:37])[CH3:36])=[N:31][CH:30]=2)[O:23][N:22]=1)[CH2:13][C:14]([O:16]C(C)(C)C)=[O:15])[C:2]1[CH:7]=[CH:6][CH:5]=[CH:4][CH:3]=1.FC(F)(F)C(O)=O. Product: [CH2:1]([O:8][CH2:9][CH2:10][CH2:11][C@H:12]([C:21]1[C:25]([CH:26]2[CH2:27][CH2:28]2)=[C:24]([C:29]2[S:33][C:32]([CH2:34][CH:35]([CH3:37])[CH3:36])=[N:31][CH:30]=2)[O:23][N:22]=1)[CH2:13][C:14]([OH:16])=[O:15])[C:2]1[CH:7]=[CH:6][CH:5]=[CH:4][CH:3]=1. The catalyst class is: 11. (5) Reactant: [F:1][C:2]([F:8])([CH:5]([F:7])[F:6])[CH2:3][OH:4].[H-].[Na+].Cl[C:12]1[C:17]([C:18]([F:21])([F:20])[F:19])=[CH:16][CH:15]=[CH:14][N:13]=1. Product: [F:1][C:2]([F:8])([CH:5]([F:7])[F:6])[CH2:3][O:4][C:12]1[C:17]([C:18]([F:21])([F:20])[F:19])=[CH:16][CH:15]=[CH:14][N:13]=1. The catalyst class is: 7. (6) Reactant: [CH2:1]([O:8][C:9](=[O:31])[C@@H:10]([NH:23][C:24]([O:26][C:27]([CH3:30])([CH3:29])[CH3:28])=[O:25])[CH2:11][CH2:12][C:13](=[O:22])[NH:14][C:15]1[CH:20]=[CH:19][CH:18]=[CH:17][C:16]=1[NH2:21])[C:2]1[CH:7]=[CH:6][CH:5]=[CH:4][CH:3]=1.[C:32]([C:36]1[CH:43]=[CH:42][C:39]([CH:40]=O)=[CH:38][CH:37]=1)([CH3:35])([CH3:34])[CH3:33].C(O[BH-](OC(=O)C)OC(=O)C)(=O)C.[Na+].[OH-].[Na+]. Product: [CH2:1]([O:8][C:9](=[O:31])[C@@H:10]([NH:23][C:24]([O:26][C:27]([CH3:28])([CH3:30])[CH3:29])=[O:25])[CH2:11][CH2:12][C:13](=[O:22])[NH:14][C:15]1[CH:20]=[CH:19][CH:18]=[CH:17][C:16]=1[NH:21][CH2:40][C:39]1[CH:42]=[CH:43][C:36]([C:32]([CH3:35])([CH3:34])[CH3:33])=[CH:37][CH:38]=1)[C:2]1[CH:7]=[CH:6][CH:5]=[CH:4][CH:3]=1. The catalyst class is: 68.